Task: Predict the reactants needed to synthesize the given product.. Dataset: Full USPTO retrosynthesis dataset with 1.9M reactions from patents (1976-2016) (1) Given the product [C:1]1([S:7]([N:10]2[C:14]3=[N:15][CH:16]=[C:17]([C:19]4[C:20]([CH3:25])=[N:21][O:22][C:23]=4[CH3:24])[CH:18]=[C:13]3[C:12]([C:32]([OH:34])=[O:33])=[CH:11]2)(=[O:9])=[O:8])[CH:6]=[CH:5][CH:4]=[CH:3][CH:2]=1, predict the reactants needed to synthesize it. The reactants are: [C:1]1([S:7]([N:10]2[C:14]3=[N:15][CH:16]=[C:17]([C:19]4[C:20]([CH3:25])=[N:21][O:22][C:23]=4[CH3:24])[CH:18]=[C:13]3[C:12](I)=[CH:11]2)(=[O:9])=[O:8])[CH:6]=[CH:5][CH:4]=[CH:3][CH:2]=1.Cl[Mg]C(C)C.[C:32](=[O:34])=[O:33].Cl. (2) Given the product [NH:19]1[C:20]2[C:15](=[CH:14][CH:13]=[C:12]([CH2:11][C:10]([OH:3])=[O:1])[CH:21]=2)[CH2:16][CH2:17][CH2:18]1, predict the reactants needed to synthesize it. The reactants are: [OH-:1].[Ba+2].[OH-:3].O1CCN([C:10](=S)[CH2:11][C:12]2[CH:21]=[C:20]3[C:15]([CH2:16][CH2:17][CH2:18][NH:19]3)=[CH:14][CH:13]=2)CC1.